Dataset: Forward reaction prediction with 1.9M reactions from USPTO patents (1976-2016). Task: Predict the product of the given reaction. (1) Given the reactants Br[C:2]1[C:6]2[C:7]3[N:8]([CH3:28])[C:9](=[O:27])[N:10]([C:15]4[C:20]([F:21])=[C:19]([O:22][CH3:23])[CH:18]=[C:17]([O:24][CH3:25])[C:16]=4[F:26])[CH2:11][C:12]=3[CH:13]=[N:14][C:5]=2[N:4](COCC[Si](C)(C)C)[CH:3]=1.CC1(C)C2C=CC=C(P(C3C=CC=CC=3)C3C=CC=CC=3)C=2OC2C1=CC=CC=2P(C1C=CC=CC=1)C1C=CC=CC=1.C[Si]([CH2:83][C:84]#[N:85])(C)C, predict the reaction product. The product is: [F:21][C:20]1[C:19]([O:22][CH3:23])=[CH:18][C:17]([O:24][CH3:25])=[C:16]([F:26])[C:15]=1[N:10]1[CH2:11][C:12]2[CH:13]=[N:14][C:5]3[NH:4][CH:3]=[C:2]([CH2:83][C:84]#[N:85])[C:6]=3[C:7]=2[N:8]([CH3:28])[C:9]1=[O:27]. (2) Given the reactants Cl[C:2]1[NH:7][C:6]2[CH:8]=[C:9]([Cl:11])[S:10][C:5]=2[S:4](=[O:13])(=[O:12])[N:3]=1.Cl.[C:15]12([NH2:25])[CH2:24][CH:19]3[CH2:20][CH:21]([CH2:23][CH:17]([CH2:18]3)[CH2:16]1)[CH2:22]2.C(N(CC)CC)C.C, predict the reaction product. The product is: [C:15]12([NH:25][C:2]3[NH:7][C:6]4[CH:8]=[C:9]([Cl:11])[S:10][C:5]=4[S:4](=[O:13])(=[O:12])[N:3]=3)[CH2:22][CH:21]3[CH2:20][CH:19]([CH2:18][CH:17]([CH2:23]3)[CH2:16]1)[CH2:24]2. (3) The product is: [Cl:8][C:6]1[N:5]=[CH:4][N:3]=[C:2]([NH:26][C:23]2[CH:24]=[CH:25][C:20]([O:19][CH3:18])=[C:21]([O:27][CH2:28][CH2:29][O:30][CH3:31])[CH:22]=2)[N:7]=1. Given the reactants Cl[C:2]1[N:7]=[C:6]([Cl:8])[N:5]=[CH:4][N:3]=1.CCN(C(C)C)C(C)C.[CH3:18][O:19][C:20]1[CH:25]=[CH:24][C:23]([NH2:26])=[CH:22][C:21]=1[O:27][CH2:28][CH2:29][O:30][CH3:31], predict the reaction product.